Task: Predict the reaction yield, written as a fraction of the theoretical maximum amount of product (1.0 means a 100% yield; for example, 0.34 means a 34% yield).. Dataset: Reaction yield outcomes from USPTO patents with 853,638 reactions The reactants are [Br:1][C:2]1[N:3]=[C:4]([C@@H:12]2[CH2:16][CH2:15][CH2:14][N:13]2[C:17]([O:19][CH2:20][C:21]2[CH:26]=[CH:25][CH:24]=[CH:23][CH:22]=2)=[O:18])[N:5]2[CH:10]=[CH:9][N:8]=[C:7](Cl)[C:6]=12.[NH3:27]. The catalyst is CC(O)C. The product is [NH2:27][C:7]1[C:6]2[N:5]([C:4]([C@@H:12]3[CH2:16][CH2:15][CH2:14][N:13]3[C:17]([O:19][CH2:20][C:21]3[CH:26]=[CH:25][CH:24]=[CH:23][CH:22]=3)=[O:18])=[N:3][C:2]=2[Br:1])[CH:10]=[CH:9][N:8]=1. The yield is 0.860.